This data is from Experimentally validated miRNA-target interactions with 360,000+ pairs, plus equal number of negative samples. The task is: Binary Classification. Given a miRNA mature sequence and a target amino acid sequence, predict their likelihood of interaction. The miRNA is hsa-miR-548c-5p with sequence AAAAGUAAUUGCGGUUUUUGCC. The protein sequence of the target gene is MAASAGAGAVIAAPDSRRWLWSVLAAALGLLTAGVSALEVYTPKEIFVANGTQGKLTCKFKSTSTTGGLTSVSWSFQPEGADTTVSFFHYSQGQVYLGNYPPFKDRISWAGDLDKKDASINIENMQFIHNGTYICDVKNPPDIVVQPGHIRLYVVEKENLPVFPVWVVVGIVTAVVLGLTLLISMILAVLYRRKNSKRDYTGCSTSESLSPVKQAPRKSPSDTEGLVKSLPSGSHQGPVIYAQLDHSGGHHSDKINKSESVVYADIRKN. Result: 1 (interaction).